This data is from Experimentally validated miRNA-target interactions with 360,000+ pairs, plus equal number of negative samples. The task is: Binary Classification. Given a miRNA mature sequence and a target amino acid sequence, predict their likelihood of interaction. (1) The miRNA is hsa-miR-4659a-5p with sequence CUGCCAUGUCUAAGAAGAAAAC. The protein sequence of the target gene is MPLHKYPVWLWKRLQLREGICSRLPGHYLRSLEEERTPTPVHYRPHGAKFKINPKNGQRERVEDVPIPIYFPPESQRGLWGGEGWILGQIYANNDKLSKRLKKVWKPQLFEREFYSEILDKKFTVTVTMRTLDLIDEAYGLDFYILKTPKEDLCSKFGMDLKRGMLLRLARQDPQLHPEDPERRAAIYDKYKEFAIPEEEAEWVGLTLEEAIEKQRLLEEKDPVPLFKIYVAELIQQLQQQALSEPAVVQKRASGQ. Result: 0 (no interaction). (2) The miRNA is hsa-miR-573 with sequence CUGAAGUGAUGUGUAACUGAUCAG. The protein sequence of the target gene is MMWGAGSSMAWFSAGSGSVNVSSVDPVEEPTGPATLLPSPRAWDVVLCISGTLVSCENALVVAIIVGTPAFRAPMFLLVGSLAVADLLAGLGLVLHFAADFCIGSPEMSLMLVGVLAMAFTASIGSLLAITVDRYLSLYNALTYYSETTVTRTYVMLALVWVGALGLGLVPVLAWNCRDGLTTCGVVYPLSKNHLVVLAIAFFMVFGIMLQLYAQICRIVCRHAQQIALQRHLLPASHYVATRKGIATLAVVLGAFAACWLPFTVYCLLGDADSPRLYTYLTLLPATYNSMINPVIYAFR.... Result: 0 (no interaction).